From a dataset of Forward reaction prediction with 1.9M reactions from USPTO patents (1976-2016). Predict the product of the given reaction. Given the reactants Cl.C(OC([N:9]1[C@H:14]([CH2:15][NH:16][C:17](=[O:22])[C:18]([F:21])([F:20])[F:19])[C@@H:13]2[CH2:23][C@H:10]1[CH2:11][CH2:12]2)=O)(C)(C)C, predict the reaction product. The product is: [C@H:10]12[CH2:23][C@H:13]([CH2:12][CH2:11]1)[C@@H:14]([CH2:15][NH:16][C:17](=[O:22])[C:18]([F:20])([F:21])[F:19])[NH:9]2.